From a dataset of Forward reaction prediction with 1.9M reactions from USPTO patents (1976-2016). Predict the product of the given reaction. (1) Given the reactants C(OC(N(C(OC(C)(C)C)=O)[C:9](=[O:40])[C:10]1[CH:15]=[C:14]([N:16]2[CH2:20][CH2:19][CH2:18][C:17]2=[O:21])[CH:13]=[CH:12][C:11]=1[C:22]([N:24]1[CH2:29][CH2:28][N:27]([C:30]2[C:35]([CH3:36])=[CH:34][C:33]([CH:37]3[CH2:39][CH2:38]3)=[CH:32][N:31]=2)[CH2:26][CH2:25]1)=[O:23])=O)(C)(C)C.[NH:48]1[CH2:53][CH2:52][O:51][CH2:50][CH2:49]1, predict the reaction product. The product is: [CH:37]1([C:33]2[CH:34]=[C:35]([CH3:36])[C:30]([N:27]3[CH2:26][CH2:25][N:24]([C:22]([C:11]4[CH:12]=[CH:13][C:14]([N:16]5[CH2:20][CH2:19][CH2:18][C:17]5=[O:21])=[CH:15][C:10]=4[C:9]([N:48]4[CH2:53][CH2:52][O:51][CH2:50][CH2:49]4)=[O:40])=[O:23])[CH2:29][CH2:28]3)=[N:31][CH:32]=2)[CH2:39][CH2:38]1. (2) Given the reactants [C:1]1([C@H:7]([NH2:9])[CH3:8])[CH:6]=[CH:5][CH:4]=[CH:3][CH:2]=1.[C:10](O)(=O)C=O.C([O-])([O-])=O.[K+].[K+].[N+:21]([CH:23]([C:34]1[CH:38]=[CH:37][S:36][CH:35]=1)S(C1C=CC(C)=CC=1)(=O)=O)#[C-:22], predict the reaction product. The product is: [C:1]1([C@H:7]([N:9]2[CH:10]=[C:23]([C:34]3[CH:38]=[CH:37][S:36][CH:35]=3)[N:21]=[CH:22]2)[CH3:8])[CH:6]=[CH:5][CH:4]=[CH:3][CH:2]=1. (3) Given the reactants [CH3:1][N:2]1[CH:7]=[C:6]([CH:8]2[CH2:13][CH2:12][C:11](=O)[CH2:10][CH2:9]2)[CH:5]=[C:4]([CH3:15])[C:3]1=[O:16].[NH:17]1[CH2:20][CH:19]([NH:21][C:22]([CH2:24][NH:25][C:26](=[O:37])[C:27]2[CH:32]=[CH:31][CH:30]=[C:29]([C:33]([F:36])([F:35])[F:34])[CH:28]=2)=[O:23])[CH2:18]1, predict the reaction product. The product is: [CH3:1][N:2]1[C:3](=[O:16])[C:4]([CH3:15])=[CH:5][C:6]([CH:8]2[CH2:13][CH2:12][CH:11]([N:17]3[CH2:20][CH:19]([NH:21][C:22]([CH2:24][NH:25][C:26](=[O:37])[C:27]4[CH:32]=[CH:31][CH:30]=[C:29]([C:33]([F:36])([F:34])[F:35])[CH:28]=4)=[O:23])[CH2:18]3)[CH2:10][CH2:9]2)=[CH:7]1. (4) The product is: [F:13][C:14]1[CH:15]=[C:16]([N:21]2[C:25]([CH3:26])=[C:24]([C:27]([NH:8][C:6]3[CH:5]=[CH:4][N:3]=[C:2]([CH3:1])[CH:7]=3)=[O:28])[N:23]=[N:22]2)[CH:17]=[CH:18][C:19]=1[F:20]. Given the reactants [CH3:1][C:2]1[CH:7]=[C:6]([NH2:8])[CH:5]=[CH:4][N:3]=1.C[Al](C)C.[F:13][C:14]1[CH:15]=[C:16]([N:21]2[C:25]([CH3:26])=[C:24]([C:27](OCC)=[O:28])[N:23]=[N:22]2)[CH:17]=[CH:18][C:19]=1[F:20], predict the reaction product. (5) Given the reactants Br[C:2]1[CH:3]=[CH:4][C:5]([N:8]2[CH2:13][CH2:12][O:11][CH2:10][CH2:9]2)=[N:6][CH:7]=1.[C:14]([O:18][C:19]([N:21]1[CH2:26][CH2:25][CH:24]([NH2:27])[CH2:23][CH2:22]1)=[O:20])([CH3:17])([CH3:16])[CH3:15].O(C(C)(C)C)[K].C1(P(C2CCCCC2)C2C=CC=CC=2C2C(C(C)C)=CC(C(C)C)=CC=2C(C)C)CCCCC1, predict the reaction product. The product is: [C:14]([O:18][C:19]([N:21]1[CH2:26][CH2:25][CH:24]([NH:27][C:2]2[CH:7]=[N:6][C:5]([N:8]3[CH2:13][CH2:12][O:11][CH2:10][CH2:9]3)=[CH:4][CH:3]=2)[CH2:23][CH2:22]1)=[O:20])([CH3:17])([CH3:15])[CH3:16].